The task is: Predict the reaction yield, written as a fraction of the theoretical maximum amount of product (1.0 means a 100% yield; for example, 0.34 means a 34% yield).. This data is from Reaction yield outcomes from USPTO patents with 853,638 reactions. The reactants are [C:1]([C:3]1[CH:8]=[CH:7][C:6]([C:9]2[CH:14]=[CH:13][C:12]([C:15]([OH:17])=O)=[CH:11][CH:10]=2)=[CH:5][CH:4]=1)#[N:2].[CH3:18][C:19]1([CH3:32])[O:31][C:23]2=[C:24]([CH3:30])[N:25]=[CH:26][C:27]([CH2:28][NH2:29])=[C:22]2[CH2:21][O:20]1.C(Cl)CCl.O.ON1C2C=CC=CC=2N=N1. The yield is 1.00. The product is [CH3:18][C:19]1([CH3:32])[O:31][C:23]2=[C:24]([CH3:30])[N:25]=[CH:26][C:27]([CH2:28][NH:29][C:15]([C:12]3[CH:11]=[CH:10][C:9]([C:6]4[CH:5]=[CH:4][C:3]([C:1]#[N:2])=[CH:8][CH:7]=4)=[CH:14][CH:13]=3)=[O:17])=[C:22]2[CH2:21][O:20]1. The catalyst is CN(C=O)C.O.